This data is from Full USPTO retrosynthesis dataset with 1.9M reactions from patents (1976-2016). The task is: Predict the reactants needed to synthesize the given product. (1) Given the product [CH2:9]([NH:8][CH2:13][C:14]1[CH:21]=[CH:20][C:17]([C:18]#[N:19])=[CH:16][CH:15]=1)[CH:10]([CH3:12])[CH3:11], predict the reactants needed to synthesize it. The reactants are: C(OC([N:8]([CH2:13][C:14]1[CH:21]=[CH:20][C:17]([CH2:18][NH2:19])=[CH:16][CH:15]=1)[CH2:9][CH:10]([CH3:12])[CH3:11])=O)(C)(C)C.B.CSC.C(OC(N(CC1C=CC(C#N)=CC=1)CC(C)C)=O)(C)(C)C.OS([O-])(=O)=O.[K+].[OH-].[Na+]. (2) Given the product [CH3:1][O:2][C:3]1[CH:4]=[C:5]([CH2:20][C:21]([N:23]([CH2:25][CH2:26][CH2:27][C:28]2[CH:29]=[CH:30][C:31]([C:32]([OH:34])=[O:33])=[CH:37][CH:38]=2)[CH3:24])=[O:22])[CH:6]=[CH:7][C:8]=1[NH:9][C:10]([NH:12][C:13]1[CH:18]=[CH:17][CH:16]=[CH:15][C:14]=1[CH3:19])=[O:11], predict the reactants needed to synthesize it. The reactants are: [CH3:1][O:2][C:3]1[CH:4]=[C:5]([CH2:20][C:21]([N:23]([CH2:25][CH2:26][CH2:27][C:28]2[CH:38]=[CH:37][C:31]([C:32]([O:34]CC)=[O:33])=[CH:30][CH:29]=2)[CH3:24])=[O:22])[CH:6]=[CH:7][C:8]=1[NH:9][C:10]([NH:12][C:13]1[CH:18]=[CH:17][CH:16]=[CH:15][C:14]=1[CH3:19])=[O:11].[OH-].[Na+].Cl. (3) Given the product [CH2:33]([N:11]1[C:10](=[O:21])[C:9]([OH:22])=[C:8]2[C:13]([CH2:14][CH2:15][N:6]([CH2:5][C:4]3[CH:24]=[CH:25][C:26]([F:27])=[C:2]([Cl:1])[CH:3]=3)[C:7]2=[O:23])=[C:12]1[C:16]([O:29][CH3:28])=[O:17])[CH:34]=[CH2:35], predict the reactants needed to synthesize it. The reactants are: [Cl:1][C:2]1[CH:3]=[C:4]([CH:24]=[CH:25][C:26]=1[F:27])[CH2:5][N:6]1[CH2:15][CH2:14][C:13]2[C:12]([C:16](N(C)C)=[O:17])=[N:11][C:10]([OH:21])=[C:9]([OH:22])[C:8]=2[C:7]1=[O:23].[CH3:28][O-:29].[Mg+2].C[O-].[CH2:33](Br)[CH:34]=[CH2:35].Cl. (4) Given the product [Br:25][C:26]1[CH:27]=[CH:28][C:29]([F:34])=[C:30]([CH:31]([C:16]2[CH:15]=[C:14]([Cl:13])[N:19]=[C:18]([F:20])[C:17]=2[O:21][CH2:22][O:23][CH3:24])[OH:32])[CH:33]=1, predict the reactants needed to synthesize it. The reactants are: N(C(C)C)C(C)C.[Li]CCCC.[Cl:13][C:14]1[N:19]=[C:18]([F:20])[C:17]([O:21][CH2:22][O:23][CH3:24])=[CH:16][CH:15]=1.[Br:25][C:26]1[CH:27]=[CH:28][C:29]([F:34])=[C:30]([CH:33]=1)[CH:31]=[O:32]. (5) The reactants are: [CH3:1][CH:2]1[CH2:6][CH2:5][C:4](=O)[C@@H:3]1[C:8]([O:10][CH2:11][CH3:12])=[O:9].C([O-])(=O)C.[NH4+:17]. Given the product [NH2:17][C:4]1[CH2:5][CH2:6][C@@H:2]([CH3:1])[C:3]=1[C:8]([O:10][CH2:11][CH3:12])=[O:9], predict the reactants needed to synthesize it. (6) Given the product [Br:1][C:2]1[CH:3]=[C:4]([C:17]2[C:25]3[C:20](=[CH:21][CH:22]=[C:23]([NH:26][S:27]([C:30]4[CH:35]=[CH:34][CH:33]=[CH:32][C:31]=4[S:36]([CH3:39])(=[O:38])=[O:37])(=[O:28])=[O:29])[CH:24]=3)[NH:19][N:18]=2)[CH:5]=[CH:6][CH:7]=1, predict the reactants needed to synthesize it. The reactants are: [Br:1][C:2]1[CH:3]=[C:4](B(O)O)[CH:5]=[CH:6][CH:7]=1.C(=O)([O-])O.[Na+].I[C:17]1[C:25]2[C:20](=[CH:21][CH:22]=[C:23]([NH:26][S:27]([C:30]3[CH:35]=[CH:34][CH:33]=[CH:32][C:31]=3[S:36]([CH3:39])(=[O:38])=[O:37])(=[O:29])=[O:28])[CH:24]=2)[N:19](C(OC(C)(C)C)=O)[N:18]=1.O. (7) Given the product [Cl:12][C:13]1[CH:18]=[CH:17][N:16]=[C:15]([N:8]([C:7]2[CH:9]=[CH:10][CH:11]=[C:5]([S:4][CH3:3])[CH:6]=2)[CH:23]=[O:24])[N:14]=1, predict the reactants needed to synthesize it. The reactants are: [H-].[Na+].[CH3:3][S:4][C:5]1[CH:6]=[C:7]([CH:9]=[CH:10][CH:11]=1)[NH2:8].[Cl:12][C:13]1[CH:18]=[CH:17][N:16]=[C:15](S(C)(=O)=O)[N:14]=1.[CH:23](O)=[O:24].